From a dataset of Merck oncology drug combination screen with 23,052 pairs across 39 cell lines. Regression. Given two drug SMILES strings and cell line genomic features, predict the synergy score measuring deviation from expected non-interaction effect. (1) Drug 1: COc1cc(C2c3cc4c(cc3C(OC3OC5COC(C)OC5C(O)C3O)C3COC(=O)C23)OCO4)cc(OC)c1O. Cell line: COLO320DM. Drug 2: Cn1nnc2c(C(N)=O)ncn2c1=O. Synergy scores: synergy=3.94. (2) Drug 1: C#Cc1cccc(Nc2ncnc3cc(OCCOC)c(OCCOC)cc23)c1. Drug 2: CNC(=O)c1cc(Oc2ccc(NC(=O)Nc3ccc(Cl)c(C(F)(F)F)c3)cc2)ccn1. Cell line: SKMES1. Synergy scores: synergy=-4.67. (3) Drug 1: O=S1(=O)NC2(CN1CC(F)(F)F)C1CCC2Cc2cc(C=CCN3CCC(C(F)(F)F)CC3)ccc2C1. Drug 2: O=c1[nH]cc(F)c(=O)[nH]1. Cell line: SKMES1. Synergy scores: synergy=2.64. (4) Drug 1: NC(=O)c1cccc2cn(-c3ccc(C4CCCNC4)cc3)nc12. Drug 2: Cc1nc(Nc2ncc(C(=O)Nc3c(C)cccc3Cl)s2)cc(N2CCN(CCO)CC2)n1. Cell line: HT29. Synergy scores: synergy=26.4. (5) Drug 1: O=C(O)C1(Cc2cccc(Nc3nccs3)n2)CCC(Oc2cccc(Cl)c2F)CC1. Drug 2: CCC1(O)C(=O)OCc2c1cc1n(c2=O)Cc2cc3c(CN(C)C)c(O)ccc3nc2-1. Cell line: DLD1. Synergy scores: synergy=19.3.